This data is from Peptide-MHC class I binding affinity with 185,985 pairs from IEDB/IMGT. The task is: Regression. Given a peptide amino acid sequence and an MHC pseudo amino acid sequence, predict their binding affinity value. This is MHC class I binding data. (1) The peptide sequence is VLPHETRLL. The MHC is HLA-A02:01 with pseudo-sequence HLA-A02:01. The binding affinity (normalized) is 0.132. (2) The peptide sequence is YLLEMLWRL. The MHC is HLA-B08:01 with pseudo-sequence HLA-B08:01. The binding affinity (normalized) is 0.997. (3) The peptide sequence is GMHDGTVGK. The MHC is HLA-B18:01 with pseudo-sequence HLA-B18:01. The binding affinity (normalized) is 0.0847. (4) The peptide sequence is HYDQKLGSY. The MHC is HLA-A01:01 with pseudo-sequence HLA-A01:01. The binding affinity (normalized) is 0.140. (5) The peptide sequence is AVKFAEESYT. The MHC is HLA-A02:06 with pseudo-sequence HLA-A02:06. The binding affinity (normalized) is 0.286. (6) The peptide sequence is DPAVDLLKN. The MHC is Mamu-A2201 with pseudo-sequence Mamu-A2201. The binding affinity (normalized) is 0. (7) The peptide sequence is ERYFRINSL. The MHC is HLA-A01:01 with pseudo-sequence HLA-A01:01. The binding affinity (normalized) is 0.